This data is from Reaction yield outcomes from USPTO patents with 853,638 reactions. The task is: Predict the reaction yield, written as a fraction of the theoretical maximum amount of product (1.0 means a 100% yield; for example, 0.34 means a 34% yield). (1) The reactants are I[C:2]1[C:10]2[C:5](=[N:6][CH:7]=[C:8]([NH:11][CH:12]([CH3:14])[CH3:13])[CH:9]=2)[N:4]([S:15]([C:18]2[CH:23]=[CH:22][C:21]([CH3:24])=[CH:20][CH:19]=2)(=[O:17])=[O:16])[CH:3]=1.[C:25]([NH2:29])(=[O:28])[CH:26]=[CH2:27].C(N(CC)CC)C. The catalyst is CN(C=O)C.CC([O-])=O.CC([O-])=O.[Pd+2].C1(C)C=CC=CC=1P(C1C=CC=CC=1C)C1C=CC=CC=1C. The product is [CH:12]([NH:11][C:8]1[CH:9]=[C:10]2[C:2]([CH:27]=[CH:26][C:25]([NH2:29])=[O:28])=[CH:3][N:4]([S:15]([C:18]3[CH:23]=[CH:22][C:21]([CH3:24])=[CH:20][CH:19]=3)(=[O:17])=[O:16])[C:5]2=[N:6][CH:7]=1)([CH3:14])[CH3:13]. The yield is 0.570. (2) The reactants are [N+:1]([C:4]1[CH:5]=[C:6](O)[CH:7]=[CH:8][CH:9]=1)([O-:3])=[O:2].C([O-])([O-])=[O:12].[K+].[K+].Br[CH2:18][C:19]([O:21][CH2:22][CH3:23])=[O:20]. The catalyst is CC(C)=O. The product is [N+:1]([C:4]1[CH:5]=[CH:6][C:7]([O:12][CH2:18][C:19]([O:21][CH2:22][CH3:23])=[O:20])=[CH:8][CH:9]=1)([O-:3])=[O:2]. The yield is 0.920. (3) The reactants are [CH2:1]([N:3]([CH2:18][CH3:19])[C:4]1[CH:13]=[C:12]2[C:7]([CH:8]=[C:9]([C:15]([OH:17])=O)[C:10](=[O:14])[O:11]2)=[CH:6][CH:5]=1)[CH3:2].O=P(Cl)(Cl)Cl.[NH2:25][C:26]1[CH:27]=[C:28]([N:41]2[C:45](=[O:46])[CH:44]=[C:43]([O:47][CH3:48])[C:42]2=[O:49])[CH:29]=[C:30]([N:32]2[C:36](=[O:37])[CH:35]=[C:34]([O:38][CH3:39])[C:33]2=[O:40])[CH:31]=1. The catalyst is ClCCCl. The product is [CH3:39][O:38][C:34]1[C:33](=[O:40])[N:32]([C:30]2[CH:31]=[C:26]([NH:25][C:15]([C:9]3[C:10](=[O:14])[O:11][C:12]4[C:7]([CH:8]=3)=[CH:6][CH:5]=[C:4]([N:3]([CH2:1][CH3:2])[CH2:18][CH3:19])[CH:13]=4)=[O:17])[CH:27]=[C:28]([N:41]3[C:45](=[O:46])[CH:44]=[C:43]([O:47][CH3:48])[C:42]3=[O:49])[CH:29]=2)[C:36](=[O:37])[CH:35]=1. The yield is 0.550. (4) The reactants are [CH3:1][CH:2]([CH2:4][CH2:5][CH2:6][C@H:7]([C@@H:9]1[C@:26]2([CH3:27])[C@H:12]([C@H:13]3[C@H:23]([CH2:24][CH2:25]2)[C@:21]2([CH3:22])[C:16]([CH2:17][C@@H:18]([NH:28]CCCNC(=O)CCNC(=O)CCNC(=O)CCCCCNC4C=CC([N+]([O-])=O)=CC=4[N+]([O-])=O)[CH2:19][CH2:20]2)=[CH:15][CH2:14]3)[CH2:11][CH2:10]1)[CH3:8])[CH3:3].Br[CH2:64][CH2:65][CH2:66][CH2:67][C:68]([O:70][CH2:71][CH3:72])=[O:69].C([O-])([O-])=O.[K+].[K+].CC(OC(O[C:87]([O:89][C:90]([CH3:93])([CH3:92])[CH3:91])=[O:88])=O)(C)C.CCN(C(C)C)C(C)C. The catalyst is CN(C=O)C. The product is [C:90]([O:89][C:87]([N:28]([C@H:18]1[CH2:19][CH2:20][C@@:21]2([CH3:22])[C:16](=[CH:15][CH2:14][C@@H:13]3[C@@H:23]2[CH2:24][CH2:25][C@@:26]2([CH3:27])[C@H:12]3[CH2:11][CH2:10][C@@H:9]2[C@H:7]([CH3:8])[CH2:6][CH2:5][CH2:4][CH:2]([CH3:3])[CH3:1])[CH2:17]1)[CH2:64][CH2:65][CH2:66][CH2:67][C:68]([O:70][CH2:71][CH3:72])=[O:69])=[O:88])([CH3:91])([CH3:92])[CH3:93]. The yield is 0.680. (5) The yield is 0.800. The reactants are [BH4-].[Na+].Cl[C:4]1([C:7]([O:9][C:10]([CH3:13])([CH3:12])[CH3:11])=[O:8])[CH2:6][CH2:5]1. The product is [CH:4]1([C:7]([O:9][C:10]([CH3:13])([CH3:12])[CH3:11])=[O:8])[CH2:6][CH2:5]1. The catalyst is CN(C)C(=O)C.O.O.O.O.O.O.[Co](Cl)Cl. (6) The reactants are [CH2:1]([O:15][C:16]1[O:20][C:19]([C:21]([OH:23])=[O:22])=[CH:18][CH:17]=1)[CH2:2][CH2:3][CH2:4][CH2:5][CH2:6][CH2:7][CH2:8][CH2:9][CH2:10][CH2:11][CH2:12][CH2:13][CH3:14].C1(N=C=NC2CCCCC2)CCCCC1.[F:39][C:40]([F:44])([F:43])[CH2:41]O.CCOC(C)=O. The catalyst is C(Cl)Cl. The product is [CH2:1]([O:15][C:16]1[O:20][C:19]([C:21]([O:23][CH2:41][C:40]([F:44])([F:43])[F:39])=[O:22])=[CH:18][CH:17]=1)[CH2:2][CH2:3][CH2:4][CH2:5][CH2:6][CH2:7][CH2:8][CH2:9][CH2:10][CH2:11][CH2:12][CH2:13][CH3:14]. The yield is 0.700. (7) The reactants are [N:1]1[CH:6]=[CH:5][CH:4]=[CH:3][C:2]=1[S:7][S:8][CH2:9][CH2:10][CH:11]([S:15]([OH:18])(=[O:17])=[O:16])[C:12]([OH:14])=[O:13].O[N:20]1[C:24](=[O:25])[CH2:23][CH2:22][C:21]1=[O:26].C(N=C=NCCCN(C)C)C. The catalyst is CC(N(C)C)=O. The product is [O:26]=[C:21]1[CH2:22][CH2:23][C:24](=[O:25])[N:20]1[O:13][C:12](=[O:14])[CH:11]([S:15]([OH:18])(=[O:16])=[O:17])[CH2:10][CH2:9][S:8][S:7][C:2]1[CH:3]=[CH:4][CH:5]=[CH:6][N:1]=1. The yield is 0.704. (8) The reactants are Br[CH:2]1[C:11]2[C:6](=[CH:7][CH:8]=[C:9]([O:12][CH3:13])[CH:10]=2)[C:5](=[O:14])[C:4]([CH3:16])([CH3:15])[CH2:3]1.[N:17]([Na])=[N+:18]=[N-:19]. The catalyst is CN(C=O)C. The product is [N:17]([CH:2]1[C:11]2[C:6](=[CH:7][CH:8]=[C:9]([O:12][CH3:13])[CH:10]=2)[C:5](=[O:14])[C:4]([CH3:16])([CH3:15])[CH2:3]1)=[N+:18]=[N-:19]. The yield is 0.900.